From a dataset of Full USPTO retrosynthesis dataset with 1.9M reactions from patents (1976-2016). Predict the reactants needed to synthesize the given product. (1) The reactants are: [NH2:1][C:2]1[CH:3]=[C:4]([CH:8]2[C:17]([CH3:19])([CH3:18])[CH2:16][C:15]3[C:10](=[CH:11][CH:12]=[C:13]([C:20]([O-:22])=[O:21])[CH:14]=3)[NH:9]2)[CH:5]=[CH:6][CH:7]=1.[CH:23](N(CC)C(C)C)(C)C.[C:32]1([CH2:38][C:39](Cl)=[O:40])[CH:37]=[CH:36][CH:35]=[CH:34][CH:33]=1.C(OCC)(=O)C. Given the product [CH3:23][O:21][C:20]([C:13]1[CH:14]=[C:15]2[C:10](=[CH:11][CH:12]=1)[NH:9][CH:8]([C:4]1[CH:5]=[CH:6][CH:7]=[C:2]([NH:1][C:39](=[O:40])[CH2:38][C:32]3[CH:37]=[CH:36][CH:35]=[CH:34][CH:33]=3)[CH:3]=1)[C:17]([CH3:18])([CH3:19])[CH2:16]2)=[O:22], predict the reactants needed to synthesize it. (2) Given the product [CH3:38][O:39][C:40]1[CH:52]=[C:51]([O:53][CH3:54])[CH:50]=[CH:49][C:41]=1[CH2:42][N:43]([C:44]1[S:45][CH:46]=[CH:47][N:48]=1)[S:23]([C:19]1[CH:18]=[C:17]2[C:22](=[CH:21][CH:20]=1)[C:13]([CH:9]1[CH2:10][CH2:11][CH2:12][NH:8]1)=[N:14][CH:15]=[CH:16]2)(=[O:25])=[O:26], predict the reactants needed to synthesize it. The reactants are: FC(F)(F)C(O)=O.[NH:8]1[CH2:12][CH2:11][CH2:10][CH:9]1[C:13]1[C:22]2[C:17](=[CH:18][C:19]([S:23]([O:26]C3C(F)=C(F)C(F)=C(F)C=3F)(=[O:25])=O)=[CH:20][CH:21]=2)[CH:16]=[CH:15][N:14]=1.[CH3:38][O:39][C:40]1[CH:52]=[C:51]([O:53][CH3:54])[CH:50]=[CH:49][C:41]=1[CH2:42][NH:43][C:44]1[S:45][CH:46]=[CH:47][N:48]=1.C[Si]([N-][Si](C)(C)C)(C)C.[Li+]. (3) The reactants are: [C:1]1([O:7][CH3:8])[CH:6]=[CH:5][CH:4]=[CH:3][CH:2]=1.[C:9](O[C:9](=[O:13])[CH2:10][CH2:11][CH3:12])(=[O:13])[CH2:10][CH2:11][CH3:12].FC(F)(F)S([O-])(=O)=O.C([N+]1C=CN(C)C=1)C. Given the product [CH3:8][O:7][C:1]1[CH:6]=[CH:5][C:4]([C:9](=[O:13])[CH2:10][CH2:11][CH3:12])=[CH:3][CH:2]=1, predict the reactants needed to synthesize it. (4) Given the product [ClH:47].[ClH:47].[NH2:20][C@@H:21]([CH3:28])[CH2:22][CH2:23][NH:24][CH:25]([CH3:27])[CH3:26].[F:1][C:2]1[CH:7]=[C:6]([F:8])[CH:5]=[CH:4][C:3]=1[CH2:9][NH:10][C:11]([C:13]1[C:14](=[O:33])[C:15]([OH:32])=[C:16]2[C:29](=[O:30])[N:20]3[C@@H:21]([CH3:28])[CH2:22][CH2:23][N:24]([CH:25]([CH3:27])[CH3:26])[C@@H:19]3[CH2:18][N:17]2[CH:31]=1)=[O:12].[F:1][C:2]1[CH:7]=[C:6]([F:8])[CH:5]=[CH:4][C:3]=1[CH2:9][NH:10][C:11]([C:13]1[C:14](=[O:33])[C:15]([O:46][CH2:43][C:44]2[CH:42]=[CH:35][CH:36]=[CH:37][CH:48]=2)=[C:16]2[C:29](=[O:30])[N:20]3[C@@H:21]([CH3:28])[CH2:22][CH2:23][N:24]([CH:25]([CH3:26])[CH3:27])[C@@H:19]3[CH2:18][N:17]2[CH:31]=1)=[O:12], predict the reactants needed to synthesize it. The reactants are: [F:1][C:2]1[CH:7]=[C:6]([F:8])[CH:5]=[CH:4][C:3]=1[CH2:9][NH:10][C:11]([C:13]1[C:14](=[O:33])[C:15]([OH:32])=[C:16]2[C:29](=[O:30])[N:20]3[C@@H:21]([CH3:28])[CH2:22][CH2:23][N:24]([CH:25]([CH3:27])[CH3:26])[C@@H:19]3[CH2:18][N:17]2[CH:31]=1)=[O:12].N[C@@H:35]([CH3:42])[CH2:36][CH2:37]NC(C)C.[C:43]([OH:46])(=O)[CH3:44].[Cl:47][CH2:48]Cl. (5) Given the product [CH3:33][O:34][C:35]1[CH:36]=[C:37]([CH:40]=[CH:41][CH:42]=1)[CH2:38][NH:39][C:28]([C:23]1[CH:24]=[N:25][C:26]2[C:21]([CH:22]=1)=[CH:20][CH:19]=[C:18]([NH:17][C:15]([C:10]1[C:9]([C:6]3[CH:5]=[CH:4][C:3]([C:2]([F:31])([F:32])[F:1])=[CH:8][CH:7]=3)=[CH:14][CH:13]=[CH:12][CH:11]=1)=[O:16])[CH:27]=2)=[O:30], predict the reactants needed to synthesize it. The reactants are: [F:1][C:2]([F:32])([F:31])[C:3]1[CH:8]=[CH:7][C:6]([C:9]2[C:10]([C:15]([NH:17][C:18]3[CH:27]=[C:26]4[C:21]([CH:22]=[C:23]([C:28]([OH:30])=O)[CH:24]=[N:25]4)=[CH:20][CH:19]=3)=[O:16])=[CH:11][CH:12]=[CH:13][CH:14]=2)=[CH:5][CH:4]=1.[CH3:33][O:34][C:35]1[CH:36]=[C:37]([CH:40]=[CH:41][CH:42]=1)[CH2:38][NH2:39].Cl.CN(C)CCCN=C=NCC.ON1C2C=CC=CC=2N=N1.C(N(CC)CC)C.